This data is from Peptide-MHC class I binding affinity with 185,985 pairs from IEDB/IMGT. The task is: Regression. Given a peptide amino acid sequence and an MHC pseudo amino acid sequence, predict their binding affinity value. This is MHC class I binding data. (1) The peptide sequence is ETFGFEIQSY. The MHC is Mamu-B52 with pseudo-sequence Mamu-B52. The binding affinity (normalized) is 0.122. (2) The peptide sequence is GTFEFTSFFY. The MHC is HLA-A26:01 with pseudo-sequence HLA-A26:01. The binding affinity (normalized) is 0.782. (3) The peptide sequence is TITETAATI. The MHC is HLA-A02:01 with pseudo-sequence HLA-A02:01. The binding affinity (normalized) is 0.00999. (4) The peptide sequence is HADQLTPAW. The MHC is HLA-B58:01 with pseudo-sequence HLA-B58:01. The binding affinity (normalized) is 0.689. (5) The peptide sequence is AESHMDADLA. The MHC is HLA-B45:01 with pseudo-sequence HLA-B45:01. The binding affinity (normalized) is 0.804.